From a dataset of Forward reaction prediction with 1.9M reactions from USPTO patents (1976-2016). Predict the product of the given reaction. (1) Given the reactants [Br:1][C:2]1[CH:3]=[C:4]([Br:12])[C:5]2[O:9][C:8]([NH2:10])=[N:7][C:6]=2[CH:11]=1.C(N(CC)CC)C.[CH2:20]([N:22]=[C:23]=[O:24])[CH3:21].O, predict the reaction product. The product is: [Br:1][C:2]1[CH:3]=[C:4]([Br:12])[C:5]2[O:9][C:8]([NH:10][C:23]([NH:22][CH2:20][CH3:21])=[O:24])=[N:7][C:6]=2[CH:11]=1. (2) Given the reactants [C:1]([C:3]1[N:4]=[CH:5][C:6]([NH:21][C@H:22]([CH2:26][CH3:27])[C:23]([NH2:25])=[O:24])=[N:7][C:8]=1[NH:9][C:10]1[CH:11]=[C:12]2[C:17](=[CH:18][CH:19]=1)[NH:16][C:15](=[O:20])[CH2:14][CH2:13]2)#[N:2].[OH-].[Na+].OO.CC(O)=[O:34], predict the reaction product. The product is: [NH2:25][C:23](=[O:24])[C@H:22]([NH:21][C:6]1[N:7]=[C:8]([NH:9][C:10]2[CH:11]=[C:12]3[C:17](=[CH:18][CH:19]=2)[NH:16][C:15](=[O:20])[CH2:14][CH2:13]3)[C:3]([C:1]([NH2:2])=[O:34])=[N:4][CH:5]=1)[CH2:26][CH3:27].